Dataset: Reaction yield outcomes from USPTO patents with 853,638 reactions. Task: Predict the reaction yield, written as a fraction of the theoretical maximum amount of product (1.0 means a 100% yield; for example, 0.34 means a 34% yield). The reactants are [OH:1][C:2]1[CH:3]=[C:4]([C:8]2([C:16]3[CH:17]=[C:18]([C:22]4[CH:27]=[CH:26][CH:25]=[C:24]([O:28][CH3:29])[CH:23]=4)[CH:19]=[CH:20][CH:21]=3)[NH:12][C:11](=[S:13])[N:10]([CH3:14])[C:9]2=[O:15])[CH:5]=[CH:6][CH:7]=1.[F:30][C:31]([F:50])([F:49])[S:32](N(C1C=CC=CC=1)[S:32]([C:31]([F:50])([F:49])[F:30])(=[O:34])=[O:33])(=[O:34])=[O:33].C(=O)([O-])[O-].[K+].[K+]. The catalyst is O1CCCC1. The product is [F:30][C:31]([F:50])([F:49])[S:32]([O:1][C:2]1[CH:7]=[CH:6][CH:5]=[C:4]([C:8]2([C:16]3[CH:17]=[C:18]([C:22]4[CH:27]=[CH:26][CH:25]=[C:24]([O:28][CH3:29])[CH:23]=4)[CH:19]=[CH:20][CH:21]=3)[C:9](=[O:15])[N:10]([CH3:14])[C:11](=[S:13])[NH:12]2)[CH:3]=1)(=[O:34])=[O:33]. The yield is 0.970.